Dataset: Forward reaction prediction with 1.9M reactions from USPTO patents (1976-2016). Task: Predict the product of the given reaction. (1) Given the reactants C[O:2][C:3]([C:5]1[CH:6]=[C:7]([CH:46]=[CH:47][CH:48]=1)[CH2:8][N:9]([C:33]1[CH:38]=[CH:37][CH:36]=[C:35]([CH2:39][N:40]2[CH2:45][CH2:44][CH2:43][CH2:42][CH2:41]2)[CH:34]=1)[C:10](=[O:32])[CH2:11][CH2:12][N:13]1[CH2:17][CH2:16][N:15]([CH2:18][C:19]2[CH:24]=[C:23]([CH3:25])[CH:22]=[C:21]([CH3:26])[CH:20]=2)[C:14]1=[C:27]([C:30]#[N:31])[C:28]#[N:29])=[O:4].[OH-].[Li+].CO, predict the reaction product. The product is: [C:3]([C:5]1[CH:6]=[C:7]([CH:46]=[CH:47][CH:48]=1)[CH2:8][N:9]([C:33]1[CH:38]=[CH:37][CH:36]=[C:35]([CH2:39][N:40]2[CH2:41][CH2:42][CH2:43][CH2:44][CH2:45]2)[CH:34]=1)[C:10](=[O:32])[CH2:11][CH2:12][N:13]1[CH2:17][CH2:16][N:15]([CH2:18][C:19]2[CH:20]=[C:21]([CH3:26])[CH:22]=[C:23]([CH3:25])[CH:24]=2)[C:14]1=[C:27]([C:28]#[N:29])[C:30]#[N:31])([OH:4])=[O:2]. (2) Given the reactants [CH2:1]([O:3][C:4]([C:6]1([C:9]2[CH:14]=[CH:13][C:12]([C:15]3[CH:20]=[CH:19][C:18]([C:21]4[O:25][N:24]=[C:23]([CH3:26])[C:22]=4[NH:27][C:28]4[CH:33]=[CH:32][CH:31]=[C:30](Br)[N:29]=4)=[CH:17][CH:16]=3)=[CH:11][CH:10]=2)[CH2:8][CH2:7]1)=[O:5])[CH3:2].[F:35][C:36]1[CH:41]=[CH:40][CH:39]=[CH:38][C:37]=1B1OC(C)(C)C(C)(C)O1, predict the reaction product. The product is: [CH2:1]([O:3][C:4]([C:6]1([C:9]2[CH:14]=[CH:13][C:12]([C:15]3[CH:20]=[CH:19][C:18]([C:21]4[O:25][N:24]=[C:23]([CH3:26])[C:22]=4[NH:27][C:28]4[CH:33]=[CH:32][CH:31]=[C:30]([C:37]5[CH:38]=[CH:39][CH:40]=[CH:41][C:36]=5[F:35])[N:29]=4)=[CH:17][CH:16]=3)=[CH:11][CH:10]=2)[CH2:8][CH2:7]1)=[O:5])[CH3:2].